From a dataset of Full USPTO retrosynthesis dataset with 1.9M reactions from patents (1976-2016). Predict the reactants needed to synthesize the given product. (1) Given the product [F:8][C:9]1[CH:14]=[C:13]([O:7][CH:4]2[CH2:5][CH2:6][O:1][CH2:2][CH2:3]2)[CH:12]=[C:11]([F:16])[C:10]=1[C:17]1[N:22]=[C:21]([C:23]([O:25][CH3:26])=[O:24])[CH:20]=[CH:19][CH:18]=1, predict the reactants needed to synthesize it. The reactants are: [O:1]1[CH2:6][CH2:5][CH:4]([OH:7])[CH2:3][CH2:2]1.[F:8][C:9]1[CH:14]=[C:13](O)[CH:12]=[C:11]([F:16])[C:10]=1[C:17]1[N:22]=[C:21]([C:23]([O:25][CH3:26])=[O:24])[CH:20]=[CH:19][CH:18]=1.C1C=CC(P(C2C=CC=CC=2)C2C=CC=CC=2)=CC=1.CC(OC(/N=N/C(OC(C)C)=O)=O)C. (2) The reactants are: S(Cl)([Cl:3])=O.[N+:5]([C:8]1[CH:18]=[CH:17][C:11]2[NH:12][C:13]([CH2:15]O)=[N:14][C:10]=2[CH:9]=1)([O-:7])=[O:6]. Given the product [Cl:3][CH2:15][C:13]1[NH:12][C:11]2[CH:17]=[CH:18][C:8]([N+:5]([O-:7])=[O:6])=[CH:9][C:10]=2[N:14]=1, predict the reactants needed to synthesize it. (3) The reactants are: [OH:1][C:2]1[CH:7]=[CH:6][CH:5]=[CH:4][C:3]=1[C:8]1[O:9][C:10]2[C:11](=[C:13]([C:17]([OH:19])=O)[CH:14]=[CH:15][CH:16]=2)[N:12]=1.[ClH:20].C(N=C=NCCCN(C)C)C.ON1C2C=CC=CC=2N=N1.Cl.Cl.[NH2:44][CH:45]1[CH2:52][CH:51]2[N:53]([CH3:54])[CH:47]([CH2:48][CH2:49][CH2:50]2)[CH2:46]1.C(N(CC)CC)C. Given the product [ClH:20].[CH3:54][N:53]1[CH:47]2[CH2:48][CH2:49][CH2:50][CH:51]1[CH2:52][CH:45]([NH:44][C:17]([C:13]1[CH:14]=[CH:15][CH:16]=[C:10]3[O:9][C:8]([C:3]4[CH:4]=[CH:5][CH:6]=[CH:7][C:2]=4[OH:1])=[N:12][C:11]=13)=[O:19])[CH2:46]2, predict the reactants needed to synthesize it.